This data is from Forward reaction prediction with 1.9M reactions from USPTO patents (1976-2016). The task is: Predict the product of the given reaction. The product is: [C:10]([C:6]1[CH:5]=[C:4]2[C:9](=[CH:8][CH:7]=1)[N:1]([CH2:19][CH2:20][C:21]([O:23][CH2:24][CH3:25])=[O:22])[N:2]=[CH:3]2)#[N:11]. Given the reactants [NH:1]1[C:9]2[C:4](=[CH:5][C:6]([C:10]#[N:11])=[CH:7][CH:8]=2)[CH:3]=[N:2]1.C([O-])([O-])=O.[Cs+].[Cs+].Br[CH2:19][CH2:20][C:21]([O:23][CH2:24][CH3:25])=[O:22].ClCCC(OCC)=O, predict the reaction product.